From a dataset of NCI-60 drug combinations with 297,098 pairs across 59 cell lines. Regression. Given two drug SMILES strings and cell line genomic features, predict the synergy score measuring deviation from expected non-interaction effect. Drug 1: C1C(C(OC1N2C=C(C(=O)NC2=O)F)CO)O. Drug 2: CCCCCOC(=O)NC1=NC(=O)N(C=C1F)C2C(C(C(O2)C)O)O. Cell line: A549. Synergy scores: CSS=31.2, Synergy_ZIP=2.34, Synergy_Bliss=3.56, Synergy_Loewe=-36.7, Synergy_HSA=0.345.